This data is from M1 muscarinic receptor antagonist screen with 61,756 compounds. The task is: Binary Classification. Given a drug SMILES string, predict its activity (active/inactive) in a high-throughput screening assay against a specified biological target. (1) The result is 0 (inactive). The compound is S(CC(=O)NC(C)(C)C)\C(=N\CC=C)NC#N. (2) The molecule is O(C1CCCN(C1)CC)C(=O)Nc1ccccc1. The result is 0 (inactive).